From a dataset of Reaction yield outcomes from USPTO patents with 853,638 reactions. Predict the reaction yield, written as a fraction of the theoretical maximum amount of product (1.0 means a 100% yield; for example, 0.34 means a 34% yield). (1) The catalyst is CN(C=O)C. The product is [NH2:30][C:31]1[C:32]([C:38]([NH:1][C:2]2[CH:3]=[N:4][CH:5]=[CH:6][C:7]=2[C:8]2[CH:13]=[C:12]([CH3:14])[N:11]=[C:10]([N:15]([C:23]([O:25][C:26]([CH3:29])([CH3:28])[CH3:27])=[O:24])[C:16]([O:18][C:19]([CH3:21])([CH3:22])[CH3:20])=[O:17])[N:9]=2)=[O:39])=[N:33][C:34]([Br:37])=[CH:35][CH:36]=1. The reactants are [NH2:1][C:2]1[CH:3]=[N:4][CH:5]=[CH:6][C:7]=1[C:8]1[CH:13]=[C:12]([CH3:14])[N:11]=[C:10]([N:15]([C:23]([O:25][C:26]([CH3:29])([CH3:28])[CH3:27])=[O:24])[C:16]([O:18][C:19]([CH3:22])([CH3:21])[CH3:20])=[O:17])[N:9]=1.[NH2:30][C:31]1[C:32]([C:38](O)=[O:39])=[N:33][C:34]([Br:37])=[CH:35][CH:36]=1.C(Cl)CCl.C1C=NC2N(O)N=NC=2C=1. The yield is 0.120. (2) The reactants are [NH2:1][C:2]1[NH:6][N:5]=[N:4][N:3]=1.[CH2:7](N(CC)CC)C.[C:14]1([CH:24]=O)[C:23]2[C:18](=[CH:19][CH:20]=[CH:21][CH:22]=2)[CH:17]=[CH:16][CH:15]=1.[CH:26]([CH2:29][C:30](=O)[CH2:31][C:32]([O:34][CH2:35][CH3:36])=[O:33])(C)C. The catalyst is C(O)C.C(OCC)(=O)C. The product is [CH:29]([C:30]1[NH:1][C:2]2[N:3]([N:4]=[N:5][N:6]=2)[CH:24]([C:14]2[C:23]3[C:18](=[CH:19][CH:20]=[CH:21][CH:22]=3)[CH:17]=[CH:16][CH:15]=2)[C:31]=1[C:32]([O:34][CH2:35][CH3:36])=[O:33])([CH3:26])[CH3:7]. The yield is 0.190. (3) The reactants are Cl[C:2]1[N:7]=[C:6]([N:8]([CH3:27])[CH:9]2[CH2:26][CH2:25][C:12]3([CH2:17][CH2:16][N:15]([C:18]([O:20][C:21]([CH3:24])([CH3:23])[CH3:22])=[O:19])[CH2:14][CH2:13]3)[CH2:11][CH2:10]2)[C:5]([CH3:28])=[CH:4][N:3]=1.Cl.[CH3:30][N:31]1[CH:35]=[C:34]([NH2:36])[CH:33]=[N:32]1.CCN(C(C)C)C(C)C. The catalyst is C(O)CCC. The product is [CH3:27][N:8]([C:6]1[C:5]([CH3:28])=[CH:4][N:3]=[C:2]([NH:36][C:34]2[CH:33]=[N:32][N:31]([CH3:30])[CH:35]=2)[N:7]=1)[CH:9]1[CH2:26][CH2:25][C:12]2([CH2:17][CH2:16][N:15]([C:18]([O:20][C:21]([CH3:24])([CH3:23])[CH3:22])=[O:19])[CH2:14][CH2:13]2)[CH2:11][CH2:10]1. The yield is 0.730. (4) The reactants are [C:1]([C:3]1[CH:11]=[C:10]2[C:6]([C:7]([CH2:14][C:15]3[CH:20]=[CH:19][C:18]([C:21](=[O:28])[NH:22][CH2:23][C:24](=[O:27])[NH:25][CH3:26])=[CH:17][C:16]=3[C:29]3[C:30]([C:36]([OH:38])=[O:37])=[CH:31][C:32]([CH3:35])=[CH:33][CH:34]=3)=[CH:8][N:9]2CC)=[CH:5][CH:4]=1)#[N:2].[C:39]([C:42]1C=C2C(C(CC3C=CC(C(=O)NCC4C=NC=CC=4)=CC=3C3C(C(O)=O)=CC(C)=CC=3)=CN2CC)=CC=1)(=N)N.C[NH:81]C(=O)CN.CN1CCOCC1.CN([P+](ON1N=NC2C=CC=CC1=2)(N(C)C)N(C)C)C.F[P-](F)(F)(F)(F)F. The catalyst is CN(C=O)C.O. The product is [C:1]([C:3]1[CH:11]=[C:10]2[C:6]([C:7]([CH:14]([CH2:39][CH3:42])[C:15]3[CH:20]=[CH:19][C:18]([C:21](=[O:28])[NH:22][CH2:23][C:24](=[O:27])[NH:25][CH3:26])=[CH:17][C:16]=3[C:29]3[C:30]([C:36]([OH:38])=[O:37])=[CH:31][C:32]([CH3:35])=[CH:33][CH:34]=3)=[CH:8][NH:9]2)=[CH:5][CH:4]=1)(=[NH:2])[NH2:81]. The yield is 0.850. (5) The reactants are [CH3:1][O:2][C:3](=[O:17])/[CH:4]=[CH:5]/[C:6]1[CH:11]=[CH:10][C:9]([CH:12]2[CH2:16][CH2:15][CH2:14][NH:13]2)=[CH:8][CH:7]=1.[C:18]1(C)[CH:23]=CC(S(OCCC#C)(=O)=O)=[CH:20][CH:19]=1.C(=O)([O-])[O-].[K+].[K+]. The catalyst is C(#N)C. The product is [CH3:1][O:2][C:3](=[O:17])/[CH:4]=[CH:5]/[C:6]1[CH:11]=[CH:10][C:9]([CH:12]2[CH2:16][CH2:15][CH2:14][N:13]2[CH2:20][CH2:19][C:18]#[CH:23])=[CH:8][CH:7]=1. The yield is 0.630.